Dataset: Experimentally validated miRNA-target interactions with 360,000+ pairs, plus equal number of negative samples. Task: Binary Classification. Given a miRNA mature sequence and a target amino acid sequence, predict their likelihood of interaction. (1) Result: 0 (no interaction). The protein sequence of the target gene is MLTRNPKTKSSLQILQDSVKWHHMAHKVNSLLDAYSGLLSNESMILAVNSSFVDPLLQFESQLKIIESSFGMLVVMPSLDKVKEMGSSYEYIEDMENLYHNILNIYENILTSLVSKDLYKLQILKEMLVWMSKDSSYLQERIMVIINKVLRFTVTKVRKYISVDAPCLGLLAAELSLLCSHEDPSIVKQASLGMCHLLYIARCQNDIGTNKPTNGKSHSLQFPSSDVEFLPKEFQQDESKIAQRVGQTLLPPLLTDFVQSLLMKLSSPDDKIASDAASILIFTLEFHAEKVTMVSKIVDA.... The miRNA is hsa-miR-4646-3p with sequence AUUGUCCCUCUCCCUUCCCAG. (2) The miRNA is mmu-miR-434-3p with sequence UUUGAACCAUCACUCGACUCCU. The protein sequence of the target gene is MMGHRPVLVLSQNTKRESGRKVQSGNINAAKTIADIIRTCLGPKSMMKMLLDPMGGIVMTNDGNAILREIQVQHPAAKSMIEISRTQDEEVGDGTTSVIILAGEMLSVAEHFLEQQMHPTVVISAYRKALDDMISTLKKISIPVDISDSDMMLNIINSSITTKAISRWSSLACNIALDAVKMVQFEENGRKEIDIKKYARVEKIPGGIIEDSCVLRGVMINKDVTHPRMRRYIKNPRIVLLDSSLEYKKGESQTDIEITREEDFTRILQMEEEYIQQLCEDIIQLKPDVVITEKGISDLA.... Result: 0 (no interaction). (3) The miRNA is mmu-miR-882 with sequence AGGAGAGAGUUAGCGCAUUAGU. The protein sequence of the target gene is MYQSPRRLCSALLLRDAPGLRRTLVPGPRRTLAPPVLGSRPKSPQLQAAAASGAARSRPRTVSSMGNGTSRLYSALAKTVNSSAAAQHPEYLVSTDPEHLEPIDPKELLEECRAVLHTRPPRYQRDFVDLRTDCSSSHSPIRVMQWNILAQALGEGKDNFVQCPVEALKWEERKCLILEEILAYQPDILCLQEVDHYFDTFQPLLSRLGYQGTFFPKPWSPCLDVEHNNGPDGCALFFLQNRFKLISSTNIRLTAMTLKTNQVAIAQTLECKESGRQFCIAVTHLKARTGWERFRSAQGC.... Result: 0 (no interaction). (4) The miRNA is hsa-miR-4283 with sequence UGGGGCUCAGCGAGUUU. The protein sequence of the target gene is MSAVCGGAARMLRTPGRHGYAAEFSPYLPGRLACATAQHYGIAGCGTLLILDPDEAGLRLFRSFDWNDGLFDVTWSENNEHVLITCSGDGSLQLWDTAKAAGPLQVYKEHAQEVYSVDWSQTRGEQLVVSGSWDQTVKLWDPTVGKSLCTFRGHESIIYSTIWSPHIPGCFASASGDQTLRIWDVKAAGVRIVIPAHQAEILSCDWCKYNENLLVTGAVDCSLRGWDLRNVRQPVFELLGHTYAIRRVKFSPFHASVLASCSYDFTVRFWNFSKPDSLLETVEHHTEFTCGLDFSLQSPT.... Result: 0 (no interaction). (5) The miRNA is hsa-miR-615-3p with sequence UCCGAGCCUGGGUCUCCCUCUU. The protein sequence of the target gene is MGKAKVPASKRAPSSPVAKPGPVKTLTRKKNKKKKRFWKSKAREVSKKPASGPGAVVRPPKAPEDFSQNWKALQEWLLKQKSQAPEKPLVISQMGSKKKPKIIQQNKKETSPQVKGEEMPAGKDQEASRGSVPSGSKMDRRAPVPRTKASGTEHNKKGTKERTNGDIVPERGDIEHKKRKAKEAAPAPPTEEDIWFDDVDPADIEAAIGPEAAKIARKQLGQSEGSVSLSLVKEQAFGGLTRALALDCEMVGVGPKGEESMAARVSIVNQYGKCVYDKYVKPTEPVTDYRTAVSGIRPEN.... Result: 1 (interaction). (6) The miRNA is hsa-miR-335-5p with sequence UCAAGAGCAAUAACGAAAAAUGU. The protein sequence of the target gene is MTHSSQDTGSCGIQEDGKLYVVDSINDLNKLNLCPAGSQHLFPLEDKIPVLGTNSGNGSRSLFFVGLLIVLIVSLALVFFVIFLIVQTGNKMDDVSRRLTAEGKDIDDLKRINNMIVKRLNQLNQLDSEQN. Result: 1 (interaction).